Dataset: Forward reaction prediction with 1.9M reactions from USPTO patents (1976-2016). Task: Predict the product of the given reaction. (1) Given the reactants C1N=CN(C(N2C=NC=C2)=O)C=1.[F:13][C:14]1[CH:25]=[CH:24][C:17]([CH2:18][O:19][CH2:20][C:21]([OH:23])=O)=[CH:16][CH:15]=1.[NH2:26][CH2:27][CH2:28][CH2:29][C:30]1[CH:35]=[CH:34][C:33]([S:36]([NH:39][C:40]2[CH:45]=[CH:44][C:43]([O:46][CH3:47])=[CH:42][CH:41]=2)(=[O:38])=[O:37])=[CH:32][CH:31]=1, predict the reaction product. The product is: [F:13][C:14]1[CH:15]=[CH:16][C:17]([CH2:18][O:19][CH2:20][C:21]([NH:26][CH2:27][CH2:28][CH2:29][C:30]2[CH:31]=[CH:32][C:33]([S:36](=[O:37])(=[O:38])[NH:39][C:40]3[CH:45]=[CH:44][C:43]([O:46][CH3:47])=[CH:42][CH:41]=3)=[CH:34][CH:35]=2)=[O:23])=[CH:24][CH:25]=1. (2) Given the reactants [C:1]([O:5][C:6](=[O:26])[NH:7][C:8]1([C:20]2[CH:25]=[CH:24][CH:23]=[CH:22][CH:21]=2)[C:15](=[O:16])[N:14]2[CH:10]([S:11][CH2:12][CH:13]2[C:17](=O)[NH2:18])[CH2:9]1)([CH3:4])([CH3:3])[CH3:2].C(OC(C(F)(F)F)=O)(C(F)(F)F)=O.CCN(CC)CC, predict the reaction product. The product is: [C:1]([O:5][C:6](=[O:26])[NH:7][C:8]1([C:20]2[CH:21]=[CH:22][CH:23]=[CH:24][CH:25]=2)[C:15](=[O:16])[N:14]2[CH:10]([S:11][CH2:12][CH:13]2[C:17]#[N:18])[CH2:9]1)([CH3:4])([CH3:2])[CH3:3]. (3) Given the reactants [Cl:1][C:2]1[CH:3]=[CH:4][C:5]([O:22][CH2:23][C:24]#[N:25])=[C:6]2[C:11]=1[N:10]=[C:9]([CH3:12])[C:8]([CH2:13][C:14]1[CH:19]=[CH:18][C:17]([Cl:20])=[CH:16][CH:15]=1)=[C:7]2[CH3:21].[N-:26]=[N+:27]=[N-:28].[Na+].[Cl-].[NH4+].CN(C)C=O, predict the reaction product. The product is: [Cl:1][C:2]1[CH:3]=[CH:4][C:5]([O:22][CH2:23][C:24]2[NH:28][N:27]=[N:26][N:25]=2)=[C:6]2[C:11]=1[N:10]=[C:9]([CH3:12])[C:8]([CH2:13][C:14]1[CH:19]=[CH:18][C:17]([Cl:20])=[CH:16][CH:15]=1)=[C:7]2[CH3:21]. (4) Given the reactants Br[CH2:2][CH2:3][C:4]1[CH:5]=[C:6]([NH:10][C:11]2[N:16]=[C:15]([NH:17][CH2:18][CH2:19][C:20]3[CH:21]=[C:22]([OH:26])[CH:23]=[CH:24][CH:25]=3)[C:14]([Cl:27])=[CH:13][N:12]=2)[CH:7]=[CH:8][CH:9]=1.[OH-].[Na+].Cl, predict the reaction product. The product is: [Cl:27][C:14]1[CH:13]=[N:12][C:11]2[NH:10][C:6]3[CH:7]=[CH:8][CH:9]=[C:4]([CH:5]=3)[CH2:3][CH2:2][O:26][C:22]3[CH:21]=[C:20]([CH2:19][CH2:18][NH:17][C:15]=1[N:16]=2)[CH:25]=[CH:24][CH:23]=3. (5) Given the reactants [CH2:1]([C:3]1[CH:10]=[C:9]([OH:11])[CH:8]=[C:7]([CH2:12][CH3:13])[C:4]=1[CH:5]=[O:6])[CH3:2].I[CH2:15][CH3:16].C(=O)([O-])[O-].[K+].[K+], predict the reaction product. The product is: [CH2:15]([O:11][C:9]1[CH:8]=[C:7]([CH2:12][CH3:13])[C:4]([CH:5]=[O:6])=[C:3]([CH2:1][CH3:2])[CH:10]=1)[CH3:16]. (6) Given the reactants Br[C:2]1[C:6]2[CH:7]=[C:8]3[C:13](=[CH:14][C:5]=2[N:4]([C:24]([C:37]2[CH:42]=[CH:41][CH:40]=[CH:39][CH:38]=2)([C:31]2[CH:36]=[CH:35][CH:34]=[CH:33][CH:32]=2)[C:25]2[CH:30]=[CH:29][CH:28]=[CH:27][CH:26]=2)[N:3]=1)[NH:12][C:11](=[O:15])[C:10]([CH:16]([C:18]1[CH:23]=[CH:22][CH:21]=[CH:20][CH:19]=1)[CH3:17])=[CH:9]3.C([O-])([O-])=O.[K+].[K+].[CH3:49][N:50]1[CH2:55][CH2:54][NH:53][CH2:52][CH2:51]1, predict the reaction product. The product is: [CH3:49][N:50]1[CH2:55][CH2:54][N:53]([C:11]2[N:12]=[CH:13][C:8]([C:2]3[C:6]4[CH:7]=[C:8]5[C:13](=[CH:14][C:5]=4[N:4]([C:24]([C:25]4[CH:26]=[CH:27][CH:28]=[CH:29][CH:30]=4)([C:31]4[CH:36]=[CH:35][CH:34]=[CH:33][CH:32]=4)[C:37]4[CH:38]=[CH:39][CH:40]=[CH:41][CH:42]=4)[N:3]=3)[NH:12][C:11](=[O:15])[C:10]([CH:16]([C:18]3[CH:19]=[CH:20][CH:21]=[CH:22][CH:23]=3)[CH3:17])=[CH:9]5)=[CH:9][CH:10]=2)[CH2:52][CH2:51]1.